From a dataset of Forward reaction prediction with 1.9M reactions from USPTO patents (1976-2016). Predict the product of the given reaction. (1) Given the reactants FC(F)(F)C([O-])=O.[CH3:8][C@@H:9]([NH:13][C:14]1[C:23]2[CH:24]=[CH:25][C:26]([F:28])=[CH:27][C:22]=2[C:21]2[C:20](=[O:29])[NH:19][CH:18]=[CH:17][C:16]=2[NH+:15]=1)[CH:10]([CH3:12])[CH3:11].C(N(CC)CC)C.[Br:37]NC(=O)CCC(N)=O, predict the reaction product. The product is: [Br:37][C:17]1[C:16]2[N:15]=[C:14]([NH:13][C@H:9]([CH3:8])[CH:10]([CH3:11])[CH3:12])[C:23]3[CH:24]=[CH:25][C:26]([F:28])=[CH:27][C:22]=3[C:21]=2[C:20](=[O:29])[NH:19][CH:18]=1. (2) Given the reactants C(OC([N:8]1[C@@H:12]([CH2:13][C:14]2[CH:19]=[CH:18][C:17]([O:20][C:21]3[C:30]4[C:25](=[CH:26][C:27]([Cl:31])=[CH:28][CH:29]=4)[N:24]=[CH:23][CH:22]=3)=[CH:16][CH:15]=2)[CH2:11][O:10]C1(C)C)=O)(C)(C)C.CO.Cl, predict the reaction product. The product is: [ClH:31].[NH2:8][C@@H:12]([CH2:13][C:14]1[CH:15]=[CH:16][C:17]([O:20][C:21]2[C:30]3[C:25](=[CH:26][C:27]([Cl:31])=[CH:28][CH:29]=3)[N:24]=[CH:23][CH:22]=2)=[CH:18][CH:19]=1)[CH2:11][OH:10]. (3) Given the reactants Cl[C:2]1[C:11]2=[N:12][N:13](CC3C=CC(OC)=CC=3)[CH:14]=[C:10]2[C:9]2[CH:8]=[C:7]([O:24][CH3:25])[CH:6]=[CH:5][C:4]=2[N:3]=1.[CH3:26][N:27]1[CH2:32][CH2:31][N:30]([C:33]2[N:38]=[CH:37][C:36]([NH2:39])=[CH:35][N:34]=2)[CH2:29][CH2:28]1.Cl, predict the reaction product. The product is: [CH3:25][O:24][C:7]1[CH:6]=[CH:5][C:4]2[N:3]=[C:2]([NH:39][C:36]3[CH:35]=[N:34][C:33]([N:30]4[CH2:31][CH2:32][N:27]([CH3:26])[CH2:28][CH2:29]4)=[N:38][CH:37]=3)[C:11]3=[N:12][NH:13][CH:14]=[C:10]3[C:9]=2[CH:8]=1. (4) Given the reactants Br[C:2]1[C:3]([F:16])=[C:4]([NH:8]C(=O)OC(C)(C)C)[CH:5]=[CH:6][CH:7]=1.[CH2:17]([Sn](CCCC)(CCCC)C=C)[CH2:18]CC.FC(F)(F)C(O)=O, predict the reaction product. The product is: [CH:17]([C:2]1[C:3]([F:16])=[C:4]([CH:5]=[CH:6][CH:7]=1)[NH2:8])=[CH2:18]. (5) Given the reactants FC(F)(F)S(O[C:7]1[CH2:8][CH2:9][N:10]([C:13]([O:15][C:16]([CH3:19])([CH3:18])[CH3:17])=[O:14])[CH2:11][CH:12]=1)(=O)=O.[CH2:22]([O:24][C:25]([C:27]1[CH:28]=[C:29](B(O)O)[CH:30]=[CH:31][CH:32]=1)=[O:26])[CH3:23].[Cl-].[Li+].C([O-])([O-])=O.[Na+].[Na+], predict the reaction product. The product is: [CH2:22]([O:24][C:25]([C:27]1[CH:32]=[C:31]([C:7]2[CH2:8][CH2:9][N:10]([C:13]([O:15][C:16]([CH3:19])([CH3:18])[CH3:17])=[O:14])[CH2:11][CH:12]=2)[CH:30]=[CH:29][CH:28]=1)=[O:26])[CH3:23].